Dataset: Peptide-MHC class II binding affinity with 134,281 pairs from IEDB. Task: Regression. Given a peptide amino acid sequence and an MHC pseudo amino acid sequence, predict their binding affinity value. This is MHC class II binding data. (1) The peptide sequence is ILTVSVAVSEGKPTE. The MHC is DRB1_0701 with pseudo-sequence DRB1_0701. The binding affinity (normalized) is 0.629. (2) The peptide sequence is GYITTNVLREILKEL. The MHC is HLA-DQA10104-DQB10503 with pseudo-sequence HLA-DQA10104-DQB10503. The binding affinity (normalized) is 0.0141. (3) The peptide sequence is KVTFLSQVHPSPLLT. The MHC is DRB1_0401 with pseudo-sequence DRB1_0401. The binding affinity (normalized) is 1.00. (4) The binding affinity (normalized) is 0.647. The MHC is HLA-DQA10501-DQB10301 with pseudo-sequence HLA-DQA10501-DQB10301. The peptide sequence is KAFAEGLSGEPKGGA. (5) The peptide sequence is ENALSLLDKIYTSPLC. The MHC is DRB1_0802 with pseudo-sequence DRB1_0802. The binding affinity (normalized) is 0.396. (6) The peptide sequence is GELQIVDKIIAAFKI. The MHC is DRB1_0101 with pseudo-sequence DRB1_0101. The binding affinity (normalized) is 0.731.